The task is: Predict the product of the given reaction.. This data is from Forward reaction prediction with 1.9M reactions from USPTO patents (1976-2016). (1) Given the reactants [CH2:1]([N:8]([CH3:19])[CH:9]1[CH2:18][C@@H:12]2[CH2:13][NH:14][C:15](=O)[CH2:16][C@@H:11]2[CH2:10]1)[C:2]1[CH:7]=[CH:6][CH:5]=[CH:4][CH:3]=1.[H-].[Al+3].[Li+].[H-].[H-].[H-], predict the reaction product. The product is: [CH2:1]([N:8]([CH3:19])[CH:9]1[CH2:18][C@@H:12]2[CH2:13][NH:14][CH2:15][CH2:16][C@@H:11]2[CH2:10]1)[C:2]1[CH:3]=[CH:4][CH:5]=[CH:6][CH:7]=1. (2) Given the reactants [Cl:1][C:2]1[CH:9]=[CH:8][C:5]([C:6]#[N:7])=[C:4](F)[CH:3]=1.[CH:11]1([CH:14]([OH:26])[CH2:15][CH2:16][N:17]([CH3:25])[C:18](=[O:24])[O:19][C:20]([CH3:23])([CH3:22])[CH3:21])[CH2:13][CH2:12]1, predict the reaction product. The product is: [Cl:1][C:2]1[CH:9]=[CH:8][C:5]([C:6]#[N:7])=[C:4]([CH:3]=1)[O:26][CH:14]([CH:11]1[CH2:12][CH2:13]1)[CH2:15][CH2:16][N:17]([CH3:25])[C:18](=[O:24])[O:19][C:20]([CH3:23])([CH3:22])[CH3:21].